Predict the product of the given reaction. From a dataset of Forward reaction prediction with 1.9M reactions from USPTO patents (1976-2016). (1) Given the reactants [CH2:1]1[C:9]2[C:4](=[CH:5][C:6]([NH:10][C:11]([N:13]3[CH2:18][CH2:17][N:16]([C:19]4[N:24]=[C:23](S(C)(=O)=O)[N:22]=[C:21]5[N:29]([CH3:32])[N:30]=[CH:31][C:20]=45)[C@@H:15]([CH3:33])[CH2:14]3)=[O:12])=[CH:7][CH:8]=2)[CH2:3][CH2:2]1.[C-:34]#[N:35].[Na+], predict the reaction product. The product is: [C:34]([C:23]1[N:22]=[C:21]2[N:29]([CH3:32])[N:30]=[CH:31][C:20]2=[C:19]([N:16]2[CH2:17][CH2:18][N:13]([C:11]([NH:10][C:6]3[CH:5]=[C:4]4[C:9](=[CH:8][CH:7]=3)[CH2:1][CH2:2][CH2:3]4)=[O:12])[CH2:14][C@@H:15]2[CH3:33])[N:24]=1)#[N:35]. (2) Given the reactants [CH2:1]([O:5][C:6]1[N:14]=[C:13]2[C:9]([N:10]=[C:11]([O:22]C)[N:12]2[CH2:15][CH:16]2[CH2:21][CH2:20][NH:19][CH2:18][CH2:17]2)=[C:8]([NH2:24])[N:7]=1)[CH2:2][CH2:3][CH3:4].I[CH:26]1[CH2:30][CH2:29][CH2:28][CH2:27]1, predict the reaction product. The product is: [NH2:24][C:8]1[N:7]=[C:6]([O:5][CH2:1][CH2:2][CH2:3][CH3:4])[N:14]=[C:13]2[C:9]=1[NH:10][C:11](=[O:22])[N:12]2[CH2:15][CH:16]1[CH2:21][CH2:20][N:19]([CH:26]2[CH2:30][CH2:29][CH2:28][CH2:27]2)[CH2:18][CH2:17]1. (3) Given the reactants Cl[C:2]1[C:7]2[CH2:8][N:9]([CH:12]([C:14]3[CH:15]=[N:16][C:17]([O:21][CH2:22][C:23]([F:26])([F:25])[F:24])=[C:18]([Cl:20])[CH:19]=3)[CH3:13])[C:10](=[O:11])[C:6]=2[CH:5]=[CH:4][N:3]=1.C1(P(C2C=CC=CC=2)CCCP(C2C=CC=CC=2)C2C=CC=CC=2)C=CC=CC=1.C(N(CC)CC)C.CN([CH:66]=[O:67])C.[CH3:68][CH2:69][OH:70], predict the reaction product. The product is: [Cl:20][C:18]1[CH:19]=[C:14]([CH:12]([N:9]2[C:10](=[O:11])[C:6]3[CH:5]=[CH:4][N:3]=[C:2]([C:66]([O:70][CH2:69][CH3:68])=[O:67])[C:7]=3[CH2:8]2)[CH3:13])[CH:15]=[N:16][C:17]=1[O:21][CH2:22][C:23]([F:26])([F:25])[F:24]. (4) The product is: [Cl:1][CH2:2][C:3]1[N:7]([CH3:8])[N:6]=[C:5]([C:9]2[CH:14]=[CH:13][C:12]([C:30]([F:33])([F:32])[F:31])=[CH:11][CH:10]=2)[CH:4]=1. Given the reactants [Cl:1][CH2:2][C:3]1[N:7]([CH3:8])[N:6]=[C:5]([C:9]2[CH:14]=[C:13](OC)[C:12](OC)=[C:11](OC)[CH:10]=2)[CH:4]=1.CC(C1C=CC([C:30]([F:33])([F:32])[F:31])=CC=1)=O, predict the reaction product.